From a dataset of Reaction yield outcomes from USPTO patents with 853,638 reactions. Predict the reaction yield, written as a fraction of the theoretical maximum amount of product (1.0 means a 100% yield; for example, 0.34 means a 34% yield). The reactants are [C:1]([S@:5](/[N:7]=[CH:8]/[C:9]1[CH:18]=[CH:17][C:12]([C:13]([O:15][CH3:16])=[O:14])=[CH:11][CH:10]=1)=[O:6])([CH3:4])([CH3:3])[CH3:2].[C:19]1([Mg]Br)[CH:24]=[CH:23][CH:22]=[CH:21][CH:20]=1. No catalyst specified. The product is [CH3:3][C:1]([CH3:4])([S@:5]([NH:7][C@@H:8]([C:19]1[CH:24]=[CH:23][CH:22]=[CH:21][CH:20]=1)[C:9]1[CH:10]=[CH:11][C:12]([C:13]([O:15][CH3:16])=[O:14])=[CH:17][CH:18]=1)=[O:6])[CH3:2]. The yield is 0.830.